Dataset: Catalyst prediction with 721,799 reactions and 888 catalyst types from USPTO. Task: Predict which catalyst facilitates the given reaction. Reactant: [C:1]12([CH:11]=O)[CH2:10][CH:5]3[CH2:6][CH:7]([CH2:9][CH:3]([CH2:4]3)[CH2:2]1)[CH2:8]2.[C:13]([O-])([O-])=O.[K+].[K+].[N+](=C(P(=O)(OC)OC)C(=O)C)=[N-]. Product: [C:11]([C:1]12[CH2:10][CH:5]3[CH2:6][CH:7]([CH2:9][CH:3]([CH2:4]3)[CH2:2]1)[CH2:8]2)#[CH:13]. The catalyst class is: 275.